From a dataset of Forward reaction prediction with 1.9M reactions from USPTO patents (1976-2016). Predict the product of the given reaction. (1) Given the reactants C([O:3][C:4](=[O:33])[C@H:5]([CH3:32])[CH2:6][C@H:7]([NH:21][C:22]([C:24]1O[CH:26]=[C:27]([OH:31])[C:28](=[O:30])[CH:29]=1)=[O:23])[CH2:8][C:9]1[CH:14]=[CH:13][C:12]([C:15]2[CH:20]=[CH:19][CH:18]=[CH:17][CH:16]=2)=[CH:11][CH:10]=1)C.[CH3:34][NH2:35], predict the reaction product. The product is: [C:12]1([C:15]2[CH:20]=[CH:19][CH:18]=[CH:17][CH:16]=2)[CH:13]=[CH:14][C:9]([CH2:8][C@@H:7]([NH:21][C:22]([C:24]2[N:35]([CH3:34])[CH:26]=[C:27]([OH:31])[C:28](=[O:30])[CH:29]=2)=[O:23])[CH2:6][C@@H:5]([CH3:32])[C:4]([OH:3])=[O:33])=[CH:10][CH:11]=1. (2) Given the reactants Cl[C:2]1[N:7]=[C:6]([NH:8][C:9]2[CH:14]=[CH:13][C:12]([O:15][CH3:16])=[CH:11][C:10]=2[NH:17][S:18]([CH3:21])(=[O:20])=[O:19])[C:5]([Cl:22])=[CH:4][N:3]=1.[CH3:23][O:24][C:25]1[CH:31]=[CH:30][C:29]([CH3:32])=[CH:28][C:26]=1[NH2:27], predict the reaction product. The product is: [Cl:22][C:5]1[C:6]([NH:8][C:9]2[CH:14]=[CH:13][C:12]([O:15][CH3:16])=[CH:11][C:10]=2[NH:17][S:18]([CH3:21])(=[O:20])=[O:19])=[N:7][C:2]([NH:27][C:26]2[CH:28]=[C:29]([CH3:32])[CH:30]=[CH:31][C:25]=2[O:24][CH3:23])=[N:3][CH:4]=1. (3) Given the reactants [C:1]([CH2:3][C:4]([NH:6][C@@H:7]([CH2:11][C:12]1[N:13]=[CH:14][NH:15][CH:16]=1)[C:8]([OH:10])=[O:9])=[O:5])#[N:2].[Na].N, predict the reaction product. The product is: [CH:16]1[N:15]=[CH:14][NH:13][C:12]=1[CH2:11][C@H:7]([NH:6][C:4]([CH2:3][CH2:1][NH2:2])=[O:5])[C:8]([OH:10])=[O:9].